This data is from TCR-epitope binding with 47,182 pairs between 192 epitopes and 23,139 TCRs. The task is: Binary Classification. Given a T-cell receptor sequence (or CDR3 region) and an epitope sequence, predict whether binding occurs between them. (1) The epitope is RILGAGCFV. The TCR CDR3 sequence is CASSLHDYTGFGTEAFF. Result: 0 (the TCR does not bind to the epitope). (2) The epitope is TPINLVRDL. The TCR CDR3 sequence is CASGLLAGGEDTQYF. Result: 0 (the TCR does not bind to the epitope).